This data is from Forward reaction prediction with 1.9M reactions from USPTO patents (1976-2016). The task is: Predict the product of the given reaction. (1) Given the reactants [Cl:1][C:2]1[CH:3]=[C:4]([C@@H:8]([CH:29]=[CH2:30])[C@H:9]([N:17]([CH:22]([CH:26]2[CH2:28][CH2:27]2)[CH:23]2[CH2:25][CH2:24]2)[C:18](=[O:21])C=C)[C:10]2[CH:15]=[CH:14][C:13]([Cl:16])=[CH:12][CH:11]=2)[CH:5]=[CH:6][CH:7]=1, predict the reaction product. The product is: [Cl:1][C:2]1[CH:3]=[C:4]([C@@H:8]2[C@@H:9]([C:10]3[CH:15]=[CH:14][C:13]([Cl:16])=[CH:12][CH:11]=3)[N:17]([CH:22]([CH:26]3[CH2:27][CH2:28]3)[CH:23]3[CH2:24][CH2:25]3)[C:18](=[O:21])[CH:30]=[CH:29]2)[CH:5]=[CH:6][CH:7]=1. (2) Given the reactants Br[C:2]1[CH:3]=[C:4]([CH:7]=[CH:8][C:9]=1[Cl:10])[CH:5]=[O:6].[CH3:11][C:12]1[C:13](B(O)O)=[CH:14][C:15]2[C:16](C)([CH3:24])[CH2:17][CH2:18][C:19]([CH3:23])([CH3:22])[C:20]=2[CH:21]=1.[CH2:29](O)C.C(=O)([O-])[O-].[K+].[K+], predict the reaction product. The product is: [Cl:10][C:9]1[CH:8]=[CH:7][C:4]([CH:5]=[O:6])=[CH:3][C:2]=1[C:13]1[C:12]([CH3:11])=[CH:21][C:20]2[C:19]([CH3:22])([CH3:23])[CH2:18][CH:17]([CH3:29])[CH:16]([CH3:24])[C:15]=2[CH:14]=1. (3) Given the reactants [OH:1][CH2:2][CH2:3][CH2:4][N:5]1[CH2:10][CH2:9][NH:8][CH2:7][C:6]1=[O:11].[CH2:12]=O, predict the reaction product. The product is: [OH:1][CH2:2][CH2:3][CH2:4][N:5]1[CH2:10][CH2:9][N:8]([CH3:12])[CH2:7][C:6]1=[O:11]. (4) Given the reactants C[O:2][C:3]1[CH:20]=[C:19]2[C:6]([C@@:7]3([CH3:24])[C@H:16]([CH2:17][S:18]2)[C@:15]2([CH3:21])[C@H:10]([C:11]([CH3:23])([CH3:22])[CH2:12][CH2:13][CH2:14]2)[CH2:9][CH2:8]3)=[C:5]([C:25]([NH:27][CH3:28])=[O:26])[CH:4]=1.B(Br)(Br)Br, predict the reaction product. The product is: [OH:2][C:3]1[CH:20]=[C:19]2[C:6]([C@@:7]3([CH3:24])[C@H:16]([CH2:17][S:18]2)[C@:15]2([CH3:21])[C@H:10]([C:11]([CH3:22])([CH3:23])[CH2:12][CH2:13][CH2:14]2)[CH2:9][CH2:8]3)=[C:5]([C:25]([NH:27][CH3:28])=[O:26])[CH:4]=1. (5) Given the reactants [F:1][C:2]1[C:3]([N:17]=[CH:18][N:19]([CH3:21])[CH3:20])=[N:4][C:5](=[O:16])[N:6](CC2C=CC(C)=CC=2)[CH:7]=1, predict the reaction product. The product is: [F:1][C:2]1[C:3]([N:17]=[CH:18][N:19]([CH3:21])[CH3:20])=[N:4][C:5]([OH:16])=[N:6][CH:7]=1. (6) Given the reactants Cl.[NH2:2][C@H:3]([C:5]1[C:6](=[O:16])[NH:7][C:8]2[C:13]([CH:14]=1)=[CH:12][C:11]([Cl:15])=[CH:10][CH:9]=2)[CH3:4].Cl[C:18]1[N:23]=[C:22]([NH:24][CH:25]2[CH2:29][CH2:28][O:27][CH2:26]2)[CH:21]=[CH:20][N:19]=1.CCN(C(C)C)C(C)C.C([O-])([O-])=O.[Cs+].[Cs+], predict the reaction product. The product is: [Cl:15][C:11]1[CH:12]=[C:13]2[C:8](=[CH:9][CH:10]=1)[NH:7][C:6](=[O:16])[C:5]([C@@H:3]([NH:2][C:18]1[N:23]=[C:22]([NH:24][CH:25]3[CH2:29][CH2:28][O:27][CH2:26]3)[CH:21]=[CH:20][N:19]=1)[CH3:4])=[CH:14]2. (7) Given the reactants [OH:1][CH2:2][CH2:3][CH2:4][C@H:5]([C:35]([O:37][C:38]([CH3:41])([CH3:40])[CH3:39])=[O:36])[CH2:6][C@@H:7]([C:28]([O:30][C:31]([CH3:34])([CH3:33])[CH3:32])=[O:29])[NH:8][C:9]([C:22]1[CH:27]=[CH:26][CH:25]=[CH:24][CH:23]=1)([C:16]1[CH:21]=[CH:20][CH:19]=[CH:18][CH:17]=1)[C:10]1[CH:15]=[CH:14][CH:13]=[CH:12][CH:11]=1.C(N(CC)CC)C.[Cl:49][C:50]1[CH:55]=[C:54]([Cl:56])[CH:53]=[C:52]([Cl:57])[C:51]=1[S:58](Cl)(=[O:60])=[O:59].O, predict the reaction product. The product is: [Cl:49][C:50]1[CH:55]=[C:54]([Cl:56])[CH:53]=[C:52]([Cl:57])[C:51]=1[S:58]([O:1][CH2:2][CH2:3][CH2:4][C@H:5]([C:35]([O:37][C:38]([CH3:41])([CH3:40])[CH3:39])=[O:36])[CH2:6][C@@H:7]([C:28]([O:30][C:31]([CH3:33])([CH3:34])[CH3:32])=[O:29])[NH:8][C:9]([C:10]1[CH:15]=[CH:14][CH:13]=[CH:12][CH:11]=1)([C:22]1[CH:27]=[CH:26][CH:25]=[CH:24][CH:23]=1)[C:16]1[CH:17]=[CH:18][CH:19]=[CH:20][CH:21]=1)(=[O:60])=[O:59]. (8) The product is: [CH3:1][O:2][CH2:3][CH2:4][O:5][C:6]1[CH:11]=[C:10]([O:12][C:13]2[CH:18]=[CH:17][C:16]([C:19]([F:20])([F:21])[F:22])=[CH:15][N:14]=2)[CH:9]=[CH:8][C:7]=1[CH2:23][CH2:24][CH2:25][OH:26]. Given the reactants [CH3:1][O:2][CH2:3][CH2:4][O:5][C:6]1[CH:11]=[C:10]([O:12][C:13]2[CH:18]=[CH:17][C:16]([C:19]([F:22])([F:21])[F:20])=[CH:15][N:14]=2)[CH:9]=[CH:8][C:7]=1[CH2:23][CH2:24][C:25](OCC)=[O:26].[H-].[Al+3].[Li+].[H-].[H-].[H-].O.O.O.O.O.O.O.O.O.O.S([O-])([O-])(=O)=O.[Na+].[Na+], predict the reaction product. (9) The product is: [F:28][C:25]1[CH:26]=[CH:27][C:22]([C@H:20]([NH:21][C:30](=[S:31])[NH:29][CH2:32][C:33]([O:35][CH2:36][CH3:37])=[O:34])[CH2:19][O:18][Si:1]([C:8]2[CH:13]=[CH:12][CH:11]=[CH:10][CH:9]=2)([C:2]2[CH:3]=[CH:4][CH:5]=[CH:6][CH:7]=2)[C:14]([CH3:17])([CH3:16])[CH3:15])=[CH:23][CH:24]=1. Given the reactants [Si:1]([O:18][CH2:19][C@H:20]([C:22]1[CH:27]=[CH:26][C:25]([F:28])=[CH:24][CH:23]=1)[NH2:21])([C:14]([CH3:17])([CH3:16])[CH3:15])([C:8]1[CH:13]=[CH:12][CH:11]=[CH:10][CH:9]=1)[C:2]1[CH:7]=[CH:6][CH:5]=[CH:4][CH:3]=1.[N:29]([CH2:32][C:33]([O:35][CH2:36][CH3:37])=[O:34])=[C:30]=[S:31].C(N(CC)CC)C, predict the reaction product.